From a dataset of Reaction yield outcomes from USPTO patents with 853,638 reactions. Predict the reaction yield, written as a fraction of the theoretical maximum amount of product (1.0 means a 100% yield; for example, 0.34 means a 34% yield). (1) The reactants are [NH2:1][C@H:2]([C:6]([OH:8])=[O:7])[C@@H:3]([CH3:5])[OH:4].[N:9]([C:16]([O:18][C:19]([CH3:22])([CH3:21])[CH3:20])=[O:17])([CH3:15])[C@H:10]([C:12]([OH:14])=O)[CH3:11].[CH:23]1[CH:24]=[CH:25][C:26]2N(O)N=N[C:27]=2[CH:28]=1.[CH3:33]N1CCOCC1.CCN=C=N[CH2:45][CH2:46][CH2:47]N(C)C.Cl.[CH2:52]1[CH2:56]O[CH2:54][CH2:53]1. No catalyst specified. The product is [CH2:33]([O:4][C@H:3]([CH3:5])[C@H:2]([NH:1][C:12](=[O:14])[C@@H:10]([N:9]([C:16]([O:18][C:19]([CH3:22])([CH3:21])[CH3:20])=[O:17])[CH3:15])[CH3:11])[C:6]([O:8][CH2:54][C:53]1[CH:47]=[CH:46][CH:45]=[CH:56][CH:52]=1)=[O:7])[C:27]1[CH:26]=[CH:25][CH:24]=[CH:23][CH:28]=1. The yield is 0.570. (2) The reactants are [CH2:1]([C@@H:3]1O[CH2:4]1)Cl.C[C:7]1(C)[C:15]2[C:10](=[CH:11][C:12]([OH:16])=[CH:13][CH:14]=2)[CH2:9][CH2:8]1.[C:18](=[O:21])([O-])[O-].[K+].[K+].[CH3:24]C(C)=O. No catalyst specified. The product is [CH3:1][C:3]([O:16][C:12]1[CH:11]=[C:10]2[C:15](=[CH:14][CH:13]=1)[CH2:7][CH2:8][CH2:9]2)([C@@H:4]1[CH2:18][O:21]1)[CH3:24]. The yield is 0.670. (3) The reactants are [CH2:1]([O:3][C:4]([C:6]1[C:7]2[C:22](=[O:23])[CH:21]([C:24](=O)[CH3:25])[CH2:20][CH2:19][CH2:18][C:8]=2[N:9](C(OC(C)(C)C)=O)[CH:10]=1)=[O:5])[CH3:2].Cl.[NH2:28]O. The catalyst is CCO. The product is [CH2:1]([O:3][C:4]([C:6]1[C:7]2[C:22]3[O:23][N:28]=[C:24]([CH3:25])[C:21]=3[CH2:20][CH2:19][CH2:18][C:8]=2[NH:9][CH:10]=1)=[O:5])[CH3:2]. The yield is 0.760. (4) The reactants are [CH3:1][O:2][C:3]1[CH:8]=[C:7]([C:9]2[S:10][CH:11]=[CH:12][N:13]=2)[CH:6]=[CH:5][C:4]=1[C:14]1[C:23]2[C:18](=[CH:19][C:20]([S:24]([NH:27][C:28]3[CH:33]=[CH:32][N:31]=[CH:30][N:29]=3)(=[O:26])=[O:25])=[CH:21][CH:22]=2)[CH:17]=[CH:16][N:15]=1.[Cl:34]N1C(C)(C)C(=O)N(Cl)C1=O. The catalyst is CO. The product is [Cl:34][C:11]1[S:10][C:9]([C:7]2[CH:6]=[CH:5][C:4]([C:14]3[C:23]4[C:18](=[CH:19][C:20]([S:24]([NH:27][C:28]5[CH:33]=[CH:32][N:31]=[CH:30][N:29]=5)(=[O:26])=[O:25])=[CH:21][CH:22]=4)[CH:17]=[CH:16][N:15]=3)=[C:3]([O:2][CH3:1])[CH:8]=2)=[N:13][CH:12]=1. The yield is 0.0559. (5) The reactants are [Cl:1][C:2]1[C:11]2[CH:10]=[CH:9][C:8]([O:12][CH3:13])=[C:7]([S:14]([OH:17])(=[O:16])=O)[C:6]=2[CH:5]=[CH:4][N:3]=1.[NH:18]1[CH2:24][CH2:23][CH2:22][NH:21][CH2:20][CH2:19]1. The catalyst is O=S(Cl)Cl.CN(C=O)C.C(Cl)Cl. The product is [Cl:1][C:2]1[C:11]2[C:6](=[C:7]([S:14]([N:18]3[CH2:24][CH2:23][CH2:22][NH:21][CH2:20][CH2:19]3)(=[O:16])=[O:17])[C:8]([O:12][CH3:13])=[CH:9][CH:10]=2)[CH:5]=[CH:4][N:3]=1. The yield is 0.490.